Dataset: Forward reaction prediction with 1.9M reactions from USPTO patents (1976-2016). Task: Predict the product of the given reaction. (1) Given the reactants [NH2:1][C:2]1[N:7]=[C:6]([CH3:8])[C:5]([CH2:9][NH:10]C(=O)OC(C)(C)C)=[C:4]([CH3:18])[CH:3]=1.[ClH:19], predict the reaction product. The product is: [ClH:19].[NH2:10][CH2:9][C:5]1[C:4]([CH3:18])=[CH:3][C:2]([NH2:1])=[N:7][C:6]=1[CH3:8]. (2) Given the reactants [CH3:1][O:2][CH:3]([O:27][CH3:28])[CH2:4][N:5]1[C:9]2[N:10]=[C:11]([C:20]3[CH:26]=[CH:25][C:23]([NH2:24])=[CH:22][CH:21]=3)[N:12]=[C:13]([N:14]3[CH2:19][CH2:18][O:17][CH2:16][CH2:15]3)[C:8]=2[N:7]=[N:6]1.[N:29]([C:32]1[CH:33]=[N:34][CH:35]=[CH:36][CH:37]=1)=[C:30]=[O:31].CCN(CC)CC, predict the reaction product. The product is: [CH3:28][O:27][CH:3]([O:2][CH3:1])[CH2:4][N:5]1[C:9]2[N:10]=[C:11]([C:20]3[CH:26]=[CH:25][C:23]([NH:24][C:30]([NH:29][C:32]4[CH:33]=[N:34][CH:35]=[CH:36][CH:37]=4)=[O:31])=[CH:22][CH:21]=3)[N:12]=[C:13]([N:14]3[CH2:15][CH2:16][O:17][CH2:18][CH2:19]3)[C:8]=2[N:7]=[N:6]1.